Dataset: Forward reaction prediction with 1.9M reactions from USPTO patents (1976-2016). Task: Predict the product of the given reaction. (1) The product is: [OH:14][C@@H:9]1[C@@H:8]2[CH2:13][CH2:12][C@@H:11]([C@@H:6]([CH2:5][O:4][CH2:3][O:2][CH3:1])[N:7]2[C:31]([O:33][C:34]([CH3:35])([CH3:36])[CH3:37])=[O:32])[CH2:10]1. Given the reactants [CH3:1][O:2][CH2:3][O:4][CH2:5][C@@H:6]1[C@@H:11]2[CH2:12][CH2:13][C@@H:8]([C@@H:9]([OH:14])[CH2:10]2)[N:7]1[C@@H](C1C=CC=CC=1)C.[CH3:35][C:34]([O:33][C:31](O[C:31]([O:33][C:34]([CH3:37])([CH3:36])[CH3:35])=[O:32])=[O:32])([CH3:37])[CH3:36].N#N, predict the reaction product. (2) Given the reactants [CH2:1]([N:8]([C@H:13]([CH2:17][OH:18])[C:14]([OH:16])=[O:15])[C:9](=[O:12])[CH2:10]Cl)[C:2]1[CH:7]=[CH:6][CH:5]=[CH:4][CH:3]=1.C([O-])(C)(C)C.[K+], predict the reaction product. The product is: [CH2:1]([N:8]1[C:9](=[O:12])[CH2:10][O:18][CH2:17][C@@H:13]1[C:14]([OH:16])=[O:15])[C:2]1[CH:7]=[CH:6][CH:5]=[CH:4][CH:3]=1. (3) Given the reactants [CH:1]1([NH:4][C:5]2[N:10]3[N:11]=[CH:12][CH:13]=[C:9]3[N:8]=[C:7]([S:14][CH3:15])[N:6]=2)[CH2:3][CH2:2]1.P(Cl)(Cl)(Cl)=O.[OH-].[Na+].Cl.CN([CH:27]=[O:28])C, predict the reaction product. The product is: [CH:1]1([NH:4][C:5]2[N:10]3[N:11]=[CH:12][C:13]([CH:27]=[O:28])=[C:9]3[N:8]=[C:7]([S:14][CH3:15])[N:6]=2)[CH2:3][CH2:2]1. (4) Given the reactants [F:1][C:2]1([F:23])[CH2:7][CH2:6][C:5]([CH2:9][NH:10][C:11]([C:13]2[C:21]3[C:16](=[N:17][CH:18]=[CH:19][C:20]=3[Cl:22])[NH:15][CH:14]=2)=[O:12])([OH:8])[CH2:4][CH2:3]1.[O:24]1[CH2:28][CH2:27][CH2:26][CH:25]1[CH2:29]O.C(P(=CC#N)(CCCC)CCCC)CCC, predict the reaction product. The product is: [Cl:22][C:20]1[CH:19]=[CH:18][N:17]=[C:16]2[N:15]([CH2:29][CH:25]3[CH2:26][CH2:27][CH2:28][O:24]3)[CH:14]=[C:13]([C:11]([NH:10][CH2:9][C:5]3([OH:8])[CH2:6][CH2:7][C:2]([F:1])([F:23])[CH2:3][CH2:4]3)=[O:12])[C:21]=12. (5) Given the reactants [C:1]([C:3](=[CH:10][NH:11][C:12]1[CH:17]=[CH:16][CH:15]=[C:14]([C:18]([F:21])([F:20])[F:19])[CH:13]=1)[C:4]([NH:6][C:7](=O)[O-:8])=[O:5])#[N:2].C(N(CC)CC)C, predict the reaction product. The product is: [O:8]=[C:7]1[NH:6][C:4](=[O:5])[C:3]([C:1]#[N:2])=[CH:10][N:11]1[C:12]1[CH:17]=[CH:16][CH:15]=[C:14]([C:18]([F:21])([F:20])[F:19])[CH:13]=1. (6) Given the reactants [Si:1]([O:8][C@@H:9]([CH2:36][O:37][Si:38]([C:41]([CH3:44])([CH3:43])[CH3:42])([CH3:40])[CH3:39])[CH2:10][CH2:11][C:12]1[C:13](=[O:35])[CH2:14][C@H:15]2[C:24]=1[C@H:23](O[Si](C(C)(C)C)(C)C)[C:22]1[C:17](=[C:18]([O:33][CH3:34])[CH:19]=[CH:20][CH:21]=1)[CH2:16]2)([C:4]([CH3:7])([CH3:6])[CH3:5])([CH3:3])[CH3:2].C(=O)([O-])[O-].[K+].[K+].[H][H].C(OCC)(=O)C.CCCCCCC, predict the reaction product. The product is: [Si:1]([O:8][C@@H:9]([CH2:36][O:37][Si:38]([C:41]([CH3:44])([CH3:43])[CH3:42])([CH3:39])[CH3:40])[CH2:10][CH2:11][CH:12]1[C@H:24]2[CH2:23][C:22]3[C:17]([CH2:16][C@H:15]2[CH2:14][C:13]1=[O:35])=[C:18]([O:33][CH3:34])[CH:19]=[CH:20][CH:21]=3)([C:4]([CH3:5])([CH3:6])[CH3:7])([CH3:3])[CH3:2]. (7) Given the reactants [Cl:1][C:2]1[N:10]=[C:9]([Sn](CCCC)(CCCC)CCCC)[N:8]=[C:7]2[C:3]=1[N:4]=[CH:5][N:6]2[CH:24]1[CH2:28][CH2:27][CH2:26][O:25]1.[C:29](Cl)(=[O:34])[CH2:30][CH2:31][CH2:32][CH3:33].CCOC(C)=O.[F-].[K+], predict the reaction product. The product is: [Cl:1][C:2]1[N:10]=[C:9]([C:29](=[O:34])[CH2:30][CH2:31][CH2:32][CH3:33])[N:8]=[C:7]2[C:3]=1[N:4]=[CH:5][N:6]2[CH:24]1[CH2:28][CH2:27][CH2:26][O:25]1. (8) Given the reactants [Cl:1][C:2]1[CH:3]=[C:4]([CH:8]2[C:17]3[C:12](=[CH:13][CH:14]=[C:15]([O:18]C)[CH:16]=3)[C:11](=[O:20])[CH2:10][CH2:9]2)[CH:5]=[CH:6][CH:7]=1.[C-]#N.[Na+].O.Cl, predict the reaction product. The product is: [Cl:1][C:2]1[CH:3]=[C:4]([CH:8]2[C:17]3[C:12](=[CH:13][CH:14]=[C:15]([OH:18])[CH:16]=3)[C:11](=[O:20])[CH2:10][CH2:9]2)[CH:5]=[CH:6][CH:7]=1. (9) Given the reactants [NH2:1][CH2:2][CH2:3][O:4][C:5]1[CH:10]=[CH:9][C:8]([CH:11]2[CH2:16][CH2:15][N:14]([C:17]([O:19][CH2:20][C:21]3[CH:26]=[CH:25][CH:24]=[CH:23][CH:22]=3)=[O:18])[CH2:13][CH:12]2[O:27][CH2:28][C:29]2[CH:30]=[CH:31][C:32]3[O:37][CH2:36][CH2:35][N:34]([CH2:38][CH2:39][CH2:40][O:41][CH3:42])[C:33]=3[CH:43]=2)=[CH:7][CH:6]=1.[CH:44]1([CH:50]=O)[CH2:49][CH2:48][CH2:47][CH2:46][CH2:45]1.[BH4-].[Na+].[OH-].[Na+], predict the reaction product. The product is: [CH:44]1([CH2:50][NH:1][CH2:2][CH2:3][O:4][C:5]2[CH:6]=[CH:7][C:8]([CH:11]3[CH2:16][CH2:15][N:14]([C:17]([O:19][CH2:20][C:21]4[CH:26]=[CH:25][CH:24]=[CH:23][CH:22]=4)=[O:18])[CH2:13][CH:12]3[O:27][CH2:28][C:29]3[CH:30]=[CH:31][C:32]4[O:37][CH2:36][CH2:35][N:34]([CH2:38][CH2:39][CH2:40][O:41][CH3:42])[C:33]=4[CH:43]=3)=[CH:9][CH:10]=2)[CH2:49][CH2:48][CH2:47][CH2:46][CH2:45]1. (10) Given the reactants Cl.[NH:2]1[CH2:7][CH2:6][CH:5]([N:8]2[C:13]3[CH:14]=[CH:15][CH:16]=[CH:17][C:12]=3[CH2:11][O:10][C:9]2=[O:18])[CH2:4][CH2:3]1.Cl[C:20]1[CH:33]=[CH:32][C:23]([C:24]([C:26]2[CH:31]=[CH:30][CH:29]=[CH:28][CH:27]=2)=[O:25])=[CH:22][C:21]=1[N+:34]([O-:36])=[O:35], predict the reaction product. The product is: [N+:34]([C:21]1[CH:22]=[C:23]([C:24]([C:26]2[CH:27]=[CH:28][CH:29]=[CH:30][CH:31]=2)=[O:25])[CH:32]=[CH:33][C:20]=1[N:2]1[CH2:3][CH2:4][CH:5]([N:8]2[C:13]3[CH:14]=[CH:15][CH:16]=[CH:17][C:12]=3[CH2:11][O:10][C:9]2=[O:18])[CH2:6][CH2:7]1)([O-:36])=[O:35].